This data is from Catalyst prediction with 721,799 reactions and 888 catalyst types from USPTO. The task is: Predict which catalyst facilitates the given reaction. (1) Reactant: [NH2:1][CH:2]1[CH2:7][CH2:6][N:5]([C:8]([O:10][C:11]([CH3:14])([CH3:13])[CH3:12])=[O:9])[CH2:4][CH2:3]1.[C:15](=O)(O)[O-:16].[Na+].C(Cl)(Cl)=O.C1(C)C=CC=CC=1.[CH3:31][O:32][CH:33]([O:36][CH3:37])[CH2:34][NH2:35]. Product: [CH3:31][O:32][CH:33]([O:36][CH3:37])[CH2:34][NH:35][C:15](=[O:16])[NH:1][CH:2]1[CH2:3][CH2:4][N:5]([C:8]([O:10][C:11]([CH3:14])([CH3:13])[CH3:12])=[O:9])[CH2:6][CH2:7]1. The catalyst class is: 4. (2) Reactant: [Cl:1][C:2]1[CH:3]=[C:4]([C:8]2[C:12]([C:13]3[CH:18]=[CH:17][NH:16][C:15](=[N:19]N)[CH:14]=3)=[CH:11][NH:10][N:9]=2)[CH:5]=[CH:6][CH:7]=1.[CH2:21](N)[CH3:22]. Product: [Cl:1][C:2]1[CH:3]=[C:4]([C:8]2[C:12]([C:13]3[CH:18]=[CH:17][N:16]=[C:15]([NH:19][CH2:21][CH3:22])[CH:14]=3)=[CH:11][NH:10][N:9]=2)[CH:5]=[CH:6][CH:7]=1. The catalyst class is: 8. (3) The catalyst class is: 48. Reactant: [CH2:1](Cl)[C:2]1[CH:7]=[CH:6][CH:5]=[CH:4][CH:3]=1.[CH3:9][OH:10].O. Product: [CH3:9][O:10][CH2:1][C:2]1[CH:7]=[CH:6][CH:5]=[CH:4][CH:3]=1. (4) The catalyst class is: 12. Product: [F:29][C:25]1[C:26]([F:28])=[CH:27][C:22]([C:19]2[CH:20]=[CH:21][C:16]([O:15][CH2:14][CH:10]3[CH2:11][CH2:12][CH2:13][NH:8][CH2:9]3)=[CH:17][CH:18]=2)=[C:23]([O:30][CH3:31])[CH:24]=1. Reactant: C(OC([N:8]1[CH2:13][CH2:12][CH2:11][CH:10]([CH2:14][O:15][C:16]2[CH:21]=[CH:20][C:19]([C:22]3[CH:27]=[C:26]([F:28])[C:25]([F:29])=[CH:24][C:23]=3[O:30][CH3:31])=[CH:18][CH:17]=2)[CH2:9]1)=O)(C)(C)C.Cl. (5) Reactant: [C:1]([NH:5][S:6]([C:9]1[C:18]2[C:13](=[CH:14][CH:15]=[CH:16][CH:17]=2)[C:12]([N:19]2[C:23]([CH2:24][CH:25]3[CH2:30][CH2:29][CH2:28][CH2:27][CH2:26]3)=[C:22]([Cl:31])[C:21]([C:32]([O:34]CC)=[O:33])=[N:20]2)=[CH:11][CH:10]=1)(=[O:8])=[O:7])([CH3:4])([CH3:3])[CH3:2].[OH-].[Na+].O.Cl. Product: [C:1]([NH:5][S:6]([C:9]1[C:18]2[C:13](=[CH:14][CH:15]=[CH:16][CH:17]=2)[C:12]([N:19]2[C:23]([CH2:24][CH:25]3[CH2:26][CH2:27][CH2:28][CH2:29][CH2:30]3)=[C:22]([Cl:31])[C:21]([C:32]([OH:34])=[O:33])=[N:20]2)=[CH:11][CH:10]=1)(=[O:7])=[O:8])([CH3:4])([CH3:2])[CH3:3]. The catalyst class is: 5. (6) Reactant: [F:1][C:2]([F:16])([F:15])[C:3]1[CH:14]=[CH:13][C:6]([CH2:7][CH:8]([C:11]#[N:12])[C:9]#[N:10])=[CH:5][CH:4]=1.C(=O)([O-])[O-].[Cs+].[Cs+].FC(F)(F)S(O[CH2:29][C:30]([F:36])([F:35])[C:31]([F:34])([F:33])[F:32])(=O)=O. Product: [F:35][C:30]([F:36])([C:31]([F:34])([F:33])[F:32])[CH2:29][C:8]([CH2:7][C:6]1[CH:5]=[CH:4][C:3]([C:2]([F:15])([F:16])[F:1])=[CH:14][CH:13]=1)([C:11]#[N:12])[C:9]#[N:10]. The catalyst class is: 9. (7) Reactant: [CH3:1][CH:2]([C:11]1[CH:16]=[CH:15][C:14]([CH2:17][O:18][CH2:19][CH2:20][O:21][CH2:22][CH2:23][O:24][CH2:25][CH2:26][O:27][CH2:28][CH2:29][O:30]C2CCCCO2)=[CH:13][CH:12]=1)[CH2:3][CH2:4][CH2:5][CH2:6][CH2:7][CH2:8][CH2:9][CH3:10].CC1C=CC(S(O)(=O)=O)=CC=1.O. Product: [CH3:1][CH:2]([C:11]1[CH:12]=[CH:13][C:14]([CH2:17][O:18][CH2:19][CH2:20][O:21][CH2:22][CH2:23][O:24][CH2:25][CH2:26][O:27][CH2:28][CH2:29][OH:30])=[CH:15][CH:16]=1)[CH2:3][CH2:4][CH2:5][CH2:6][CH2:7][CH2:8][CH2:9][CH3:10]. The catalyst class is: 5. (8) The catalyst class is: 32. Reactant: Cl[C:2]1[CH:7]=[C:6]([CH2:8][CH2:9][CH3:10])[N:5]=[C:4]([NH:11][C:12]2[CH:17]=[CH:16][C:15]([F:18])=[CH:14][CH:13]=2)[N:3]=1.[OH:19][C@H:20]1[CH2:24][NH:23][C@H:22]([C:25]([OH:27])=[O:26])[CH2:21]1.C(N(C(C)C)CC)(C)C. Product: [F:18][C:15]1[CH:16]=[CH:17][C:12]([NH:11][C:4]2[N:3]=[C:2]([N:23]3[CH2:24][C@H:20]([OH:19])[CH2:21][C@H:22]3[C:25]([OH:27])=[O:26])[CH:7]=[C:6]([CH2:8][CH2:9][CH3:10])[N:5]=2)=[CH:13][CH:14]=1. (9) Reactant: [Br:1][C:2]1[CH:3]=[CH:4][C:5]2[N:6]([CH2:16][C:17](=O)[CH2:18][O:19][C:20]3[CH:25]=[CH:24][CH:23]=[CH:22][CH:21]=3)[C:7]3[C:12]([C:13]=2[CH:14]=1)=[CH:11][C:10]([Br:15])=[CH:9][CH:8]=3.N1C(C)=CC=CC=1C.Cl.[CH2:36]([O:43][NH2:44])[C:37]1[CH:42]=[CH:41][CH:40]=[CH:39][CH:38]=1. Product: [CH2:36]([O:43]/[N:44]=[C:17](\[CH2:18][O:19][C:20]1[CH:25]=[CH:24][CH:23]=[CH:22][CH:21]=1)/[CH2:16][N:6]1[C:7]2[CH:8]=[CH:9][C:10]([Br:15])=[CH:11][C:12]=2[C:13]2[C:5]1=[CH:4][CH:3]=[C:2]([Br:1])[CH:14]=2)[C:37]1[CH:42]=[CH:41][CH:40]=[CH:39][CH:38]=1. The catalyst class is: 1.